This data is from Catalyst prediction with 721,799 reactions and 888 catalyst types from USPTO. The task is: Predict which catalyst facilitates the given reaction. (1) Reactant: [P:1]([O:11][CH2:12][C:13]1[C:18]([O:19][CH3:20])=[CH:17][CH:16]=[CH:15][C:14]=1[CH2:21][O:22][Si](C(C)(C)C)(C)C)([O:7][CH2:8][CH:9]=[CH2:10])([O:3][CH2:4][CH:5]=[CH2:6])=[O:2].[F-].C([N+](CCCC)(CCCC)CCCC)CCC.O.C(OCC)(=O)C. Product: [P:1]([O:11][CH2:12][C:13]1[C:18]([O:19][CH3:20])=[CH:17][CH:16]=[CH:15][C:14]=1[CH2:21][OH:22])([O:7][CH2:8][CH:9]=[CH2:10])([O:3][CH2:4][CH:5]=[CH2:6])=[O:2]. The catalyst class is: 188. (2) Reactant: [OH:1][C:2]1[CH:7]=[CH:6][C:5]([NH:8][C:9](=[O:15])[O:10][C:11]([CH3:14])([CH3:13])[CH3:12])=[CH:4][CH:3]=1.Cl[CH2:17][CH2:18][N:19]1[CH2:24][CH2:23][O:22][CH2:21][CH2:20]1.C(=O)([O-])[O-].[Cs+].[Cs+]. Product: [O:22]1[CH2:23][CH2:24][N:19]([CH2:18][CH2:17][O:1][C:2]2[CH:3]=[CH:4][C:5]([NH:8][C:9](=[O:15])[O:10][C:11]([CH3:12])([CH3:14])[CH3:13])=[CH:6][CH:7]=2)[CH2:20][CH2:21]1. The catalyst class is: 12. (3) Reactant: [CH2:1]([NH:8][C:9]([C:11]1[CH:16]=[CH:15][C:14]([C:17]2[O:18][C:19]([CH3:61])=[C:20]([CH2:22][S:23]([C:26]3[CH:31]=[CH:30][C:29]([CH2:32][CH2:33][CH2:34][O:35][CH2:36][CH2:37][O:38][CH2:39][CH2:40][O:41][CH2:42][CH2:43][O:44][CH2:45][CH2:46][O:47][CH2:48][CH2:49][O:50][CH2:51][CH2:52][NH:53]C(=O)OC(C)(C)C)=[CH:28][CH:27]=3)(=[O:25])=[O:24])[N:21]=2)=[CH:13][CH:12]=1)=[O:10])[C:2]1[CH:7]=[CH:6][CH:5]=[CH:4][CH:3]=1.C(Cl)Cl. Product: [NH2:53][CH2:52][CH2:51][O:50][CH2:49][CH2:48][O:47][CH2:46][CH2:45][O:44][CH2:43][CH2:42][O:41][CH2:40][CH2:39][O:38][CH2:37][CH2:36][O:35][CH2:34][CH2:33][CH2:32][C:29]1[CH:30]=[CH:31][C:26]([S:23]([CH2:22][C:20]2[N:21]=[C:17]([C:14]3[CH:13]=[CH:12][C:11]([C:9]([NH:8][CH2:1][C:2]4[CH:7]=[CH:6][CH:5]=[CH:4][CH:3]=4)=[O:10])=[CH:16][CH:15]=3)[O:18][C:19]=2[CH3:61])(=[O:24])=[O:25])=[CH:27][CH:28]=1. The catalyst class is: 55. (4) Reactant: [Cl:1][C:2]1[C:7]([N:8]2[CH2:13][CH2:12][O:11][CH:10]([CH2:14][NH:15]CC3C=CC(OC)=CC=3)[CH2:9]2)=[CH:6][C:5]([C:25]#[N:26])=[CH:4][C:3]=1[NH:27][C:28]1[N:33]=[C:32]([N:34]([CH:44]2[CH2:46][CH2:45]2)CC2C=CC(OC)=CC=2)[C:31]2=[N:47][CH:48]=[C:49]([C:50]#[N:51])[N:30]2[N:29]=1.C(N(CC)CC)C.[CH3:59][S:60](Cl)(=[O:62])=[O:61].C(=O)(O)[O-].[Na+]. Product: [Cl:1][C:2]1[C:3]([NH:27][C:28]2[N:33]=[C:32]([NH:34][CH:44]3[CH2:46][CH2:45]3)[C:31]3=[N:47][CH:48]=[C:49]([C:50]#[N:51])[N:30]3[N:29]=2)=[CH:4][C:5]([C:25]#[N:26])=[CH:6][C:7]=1[N:8]1[CH2:13][CH2:12][O:11][CH:10]([CH2:14][NH:15][S:60]([CH3:59])(=[O:62])=[O:61])[CH2:9]1. The catalyst class is: 54. (5) Reactant: [CH2:1]([N:8](C)[CH2:9][CH2:10][NH:11][C:12](=[O:18])[O:13][C:14]([CH3:17])([CH3:16])[CH3:15])C1C=CC=CC=1. Product: [CH3:1][NH:8][CH2:9][CH2:10][NH:11][C:12](=[O:18])[O:13][C:14]([CH3:16])([CH3:15])[CH3:17]. The catalyst class is: 43. (6) The catalyst class is: 1. Reactant: [C:1]([N:5]1[C:9]([CH3:10])=[C:8]([NH:11][C:12]([NH:14][C:15]2[CH:20]=[C:19]([C:21]3[C:32](=[O:33])[N:31]([CH3:34])[C:24]4[N:25]=[C:26](SC)[N:27]=[CH:28][C:23]=4[CH:22]=3)[C:18]([Cl:35])=[CH:17][C:16]=2[F:36])=[O:13])[CH:7]=[N:6]1)([CH3:4])([CH3:3])[CH3:2].C1C=C(Cl)C=C(C(OO)=O)C=1.[CH3:48][NH2:49]. Product: [C:1]([N:5]1[C:9]([CH3:10])=[C:8]([NH:11][C:12]([NH:14][C:15]2[CH:20]=[C:19]([C:21]3[C:32](=[O:33])[N:31]([CH3:34])[C:24]4[N:25]=[C:26]([NH:49][CH3:48])[N:27]=[CH:28][C:23]=4[CH:22]=3)[C:18]([Cl:35])=[CH:17][C:16]=2[F:36])=[O:13])[CH:7]=[N:6]1)([CH3:4])([CH3:3])[CH3:2]. (7) Reactant: [CH:1]1([C:4]([N:6]2[CH2:10][CH2:9][C@@H:8]([CH2:11][NH:12][C:13]3[C:14]([NH2:20])=[CH:15][CH:16]=[C:17]([CH3:19])[CH:18]=3)[CH2:7]2)=[O:5])[CH2:3][CH2:2]1.[O:21]1[C:25]2[CH:26]=[CH:27][C:28]([C:30]3[CH:37]=[CH:36][CH:35]=[CH:34][C:31]=3C=O)=[CH:29][C:24]=2[CH:23]=[CH:22]1.OOS([O-])=O.[K+].[CH3:44]N(C=O)C. Product: [O:21]1[C:25]2[CH:26]=[CH:27][C:28]([C:30]3[CH:31]=[CH:34][C:35]([C:44]4[N:12]([CH2:11][C@@H:8]5[CH2:9][CH2:10][N:6]([C:4]([CH:1]6[CH2:3][CH2:2]6)=[O:5])[CH2:7]5)[C:13]5[CH:18]=[C:17]([CH3:19])[CH:16]=[CH:15][C:14]=5[N:20]=4)=[CH:36][CH:37]=3)=[CH:29][C:24]=2[CH:23]=[CH:22]1. The catalyst class is: 6. (8) Reactant: [F:1][C:2]([F:11])([F:10])[C:3]1[CH:4]=[C:5]([SH:9])[CH:6]=[CH:7][CH:8]=1.C([O-])([O-])=O.[K+].[K+].CS(O[CH:23]1[CH2:28][CH2:27][O:26][CH:25]([C:29]2[CH:30]=[N:31][C:32]([Br:35])=[CH:33][CH:34]=2)[CH2:24]1)(=O)=O. Product: [Br:35][C:32]1[CH:33]=[CH:34][C:29]([CH:25]2[CH2:24][CH:23]([S:9][C:5]3[CH:6]=[CH:7][CH:8]=[C:3]([C:2]([F:1])([F:10])[F:11])[CH:4]=3)[CH2:28][CH2:27][O:26]2)=[CH:30][N:31]=1. The catalyst class is: 3.